Predict the reactants needed to synthesize the given product. From a dataset of Full USPTO retrosynthesis dataset with 1.9M reactions from patents (1976-2016). (1) Given the product [C:1]1([C@@H:7]2[CH2:9][C@H:8]2[CH2:10][OH:11])[CH:6]=[CH:5][CH:4]=[CH:3][CH:2]=1, predict the reactants needed to synthesize it. The reactants are: [C:1]1([C@@H:7]2[CH2:9][C@H:8]2[C:10](O)=[O:11])[CH:6]=[CH:5][CH:4]=[CH:3][CH:2]=1.C(N(CC)CC)C.ClC(OCC(C)C)=O.[BH4-].[Na+]. (2) Given the product [CH3:25][O:24][C:21]1[CH:22]=[C:14]([CH:18]=[CH:19][C:20]=1[O:26][CH3:27])[C:13]#[N:12], predict the reactants needed to synthesize it. The reactants are: [C-]#N.[Na+].C1(C)C=CC=CC=1.C[NH:12][CH2:13][CH2:14]NC.Br[C:18]1[CH:19]=[C:20]([O:26][CH3:27])[C:21]([O:24][CH3:25])=[CH:22]C=1.